This data is from Forward reaction prediction with 1.9M reactions from USPTO patents (1976-2016). The task is: Predict the product of the given reaction. (1) The product is: [Cl:8][C:9]1[CH:10]=[N:11][CH:12]=[C:13]([Cl:16])[C:14]=1[CH2:15][CH:29]([C:23]1[C:22]2[N:21]([N:20]=[C:19]([CH:18]([F:32])[F:17])[CH:31]=2)[C:26]([O:27][CH3:28])=[CH:25][CH:24]=1)[OH:30]. Given the reactants C(NC(C)C)(C)C.[Cl:8][C:9]1[CH:10]=[N:11][CH:12]=[C:13]([Cl:16])[C:14]=1[CH3:15].[F:17][CH:18]([F:32])[C:19]1[CH:31]=[C:22]2[C:23]([CH:29]=[O:30])=[CH:24][CH:25]=[C:26]([O:27][CH3:28])[N:21]2[N:20]=1.[Cl-].[NH4+], predict the reaction product. (2) The product is: [Cl:1][C:2]1[S:6][C:5]([S:7]([NH:10][C:11]([NH:13][C:14]2[CH:23]=[CH:22][C:17]([C:18]([OH:20])=[O:19])=[CH:16][CH:15]=2)=[O:12])(=[O:9])=[O:8])=[CH:4][CH:3]=1. Given the reactants [Cl:1][C:2]1[S:6][C:5]([S:7]([NH:10][C:11]([NH:13][C:14]2[CH:23]=[CH:22][C:17]([C:18]([O:20]C)=[O:19])=[CH:16][CH:15]=2)=[O:12])(=[O:9])=[O:8])=[CH:4][CH:3]=1.[Li+].[OH-], predict the reaction product. (3) Given the reactants [N+:1]([C:4]1[CH:5]=[C:6]([CH:9]=[CH:10][CH:11]=1)[CH:7]=[CH2:8])([O-:3])=[O:2].[Cl:12][C:13]1[CH:14]=[N:15][CH:16]=[C:17](Cl)[CH:18]=1.C(=O)(O)[O-].[Na+], predict the reaction product. The product is: [Cl:12][C:13]1[CH:14]=[N:15][CH:16]=[C:17](/[CH:8]=[CH:7]/[C:6]2[CH:9]=[CH:10][CH:11]=[C:4]([N+:1]([O-:3])=[O:2])[CH:5]=2)[CH:18]=1. (4) The product is: [CH3:23][N:17]1[CH2:16][C:15]2[C:19](=[CH:20][CH:21]=[C:13]([C:11]3[S:12][C:8]([C:4]4[CH:3]=[C:2]([NH:1][S:33]([C:30]5[CH:29]=[CH:28][C:27]([O:26][C:25]([F:24])([F:37])[F:38])=[CH:32][CH:31]=5)(=[O:35])=[O:34])[CH:7]=[N:6][CH:5]=4)=[CH:9][CH:10]=3)[CH:14]=2)[C:18]1=[O:22]. Given the reactants [NH2:1][C:2]1[CH:3]=[C:4]([C:8]2[S:12][C:11]([C:13]3[CH:14]=[C:15]4[C:19](=[CH:20][CH:21]=3)[C:18](=[O:22])[N:17]([CH3:23])[CH2:16]4)=[CH:10][CH:9]=2)[CH:5]=[N:6][CH:7]=1.[F:24][C:25]([F:38])([F:37])[O:26][C:27]1[CH:32]=[CH:31][C:30]([S:33](Cl)(=[O:35])=[O:34])=[CH:29][CH:28]=1, predict the reaction product. (5) The product is: [F:3][C:4]1[CH:5]=[C:6]([CH:7]=[CH:8][CH:9]=1)[O:10][CH2:18][CH2:12][CH2:13][CH2:14][CH2:15][CH2:16][OH:17]. Given the reactants [OH-].[Na+].[F:3][C:4]1[CH:5]=[C:6]([OH:10])[CH:7]=[CH:8][CH:9]=1.Br[CH:12]([CH3:18])[CH2:13][CH2:14][CH2:15][CH2:16][OH:17], predict the reaction product. (6) Given the reactants [ClH:1].[CH2:2]([N:9](C)[CH2:10][CH2:11][C:12]([C:14]1[CH:19]=[CH:18][C:17]([F:20])=[CH:16][CH:15]=1)=[O:13])C1C=CC=CC=1, predict the reaction product. The product is: [ClH:1].[F:20][C:17]1[CH:16]=[CH:15][C:14]([C:12](=[O:13])[CH2:11][CH2:10][NH:9][CH3:2])=[CH:19][CH:18]=1. (7) Given the reactants ClC1C=C(C[S:9][C:10]2[NH:11][C:12]([NH:25][C@H:26]([CH3:29])[CH2:27][OH:28])=[C:13]3[C:17]([N:18]=2)=[N:16][C:15]([NH:19]C(=O)OCC)=[N:14]3)C=CC=1.N.[Na].[Cl-].[NH4+], predict the reaction product. The product is: [NH2:19][C:15]1[N:16]=[C:17]2[C:13]([N:14]=1)=[C:12]([NH:25][C@H:26]([CH3:29])[CH2:27][OH:28])[NH:11][C:10]([SH:9])=[N:18]2.